From a dataset of Reaction yield outcomes from USPTO patents with 853,638 reactions. Predict the reaction yield, written as a fraction of the theoretical maximum amount of product (1.0 means a 100% yield; for example, 0.34 means a 34% yield). (1) The reactants are [CH3:1][C:2]([CH3:8])([CH3:7])[CH2:3][C:4](Cl)=[O:5].C([N:11](CC)CC)C.[Br:16][C:17]1[CH:22]=[C:21]([CH3:23])[C:20](N)=[C:19]([CH3:25])[CH:18]=1.O. The catalyst is C(#N)C. The product is [Br:16][C:17]1[CH:22]=[C:21]([CH3:23])[C:20]([CH:3]([C:2]([CH3:8])([CH3:7])[CH3:1])[C:4]([NH2:11])=[O:5])=[C:19]([CH3:25])[CH:18]=1. The yield is 1.00. (2) The reactants are [CH3:1][O:2][C:3]1[CH:4]=[C:5]([NH:13][C:14]2[CH:19]=[N:18][CH:17]=[C:16](Cl)[N:15]=2)[CH:6]=[C:7]([O:11][CH3:12])[C:8]=1[O:9][CH3:10].[F:21][C:22]1[CH:28]=[CH:27][C:25]([NH2:26])=[CH:24][CH:23]=1. No catalyst specified. The product is [F:21][C:22]1[CH:28]=[CH:27][C:25]([NH:26][C:16]2[CH:17]=[N:18][CH:19]=[C:14]([NH:13][C:5]3[CH:4]=[C:3]([O:2][CH3:1])[C:8]([O:9][CH3:10])=[C:7]([O:11][CH3:12])[CH:6]=3)[N:15]=2)=[CH:24][CH:23]=1. The yield is 0.280. (3) The reactants are [CH2:1]([C:5]1[N:6]=[C:7]([CH3:27])[NH:8][C:9](=[O:26])[C:10]=1[CH2:11][C:12]1[CH:17]=[CH:16][C:15]([C:18]2[C:19]([C:24]#[N:25])=[CH:20][CH:21]=[CH:22][CH:23]=2)=[CH:14][CH:13]=1)[CH2:2][CH2:3][CH3:4].[H-].[Na+].CN(C)C=O.Br[CH2:36][CH2:37][OH:38]. The catalyst is C(OCC)(=O)C. The product is [CH2:1]([C:5]1[N:6]=[C:7]([CH3:27])[N:8]([CH2:36][CH2:37][OH:38])[C:9](=[O:26])[C:10]=1[CH2:11][C:12]1[CH:17]=[CH:16][C:15]([C:18]2[C:19]([C:24]#[N:25])=[CH:20][CH:21]=[CH:22][CH:23]=2)=[CH:14][CH:13]=1)[CH2:2][CH2:3][CH3:4]. The yield is 0.230. (4) The reactants are C[N+]1(C2N=C(OC)N=C(OC)N=2)CCOCC1.[Cl-].[Br:19][C:20]1[CH:29]=[C:28]2[C:23]([CH:24]=[C:25]([S:30]([CH2:33][CH2:34][C:35]([OH:37])=O)(=[O:32])=[O:31])[CH2:26][O:27]2)=[CH:22][CH:21]=1.[CH3:38][NH:39][CH:40]1[CH2:45][CH2:44][N:43]([C:46]2[CH:51]=[CH:50][N:49]=[CH:48][CH:47]=2)[CH2:42][CH2:41]1. The catalyst is CN(C=O)C. The product is [Br:19][C:20]1[CH:29]=[C:28]2[C:23]([CH:24]=[C:25]([S:30]([CH2:33][CH2:34][C:35]([N:39]([CH3:38])[CH:40]3[CH2:41][CH2:42][N:43]([C:46]4[CH:47]=[CH:48][N:49]=[CH:50][CH:51]=4)[CH2:44][CH2:45]3)=[O:37])(=[O:31])=[O:32])[CH2:26][O:27]2)=[CH:22][CH:21]=1. The yield is 0.290. (5) The reactants are C(O[C:5](=[O:7])[CH3:6])(=O)C.Cl.Cl.[C:10]12([CH2:20][CH2:21][N:22]([NH2:35])[C:23]([NH:25][CH2:26][CH2:27][CH2:28][C:29]3[CH:34]=[CH:33][N:32]=[CH:31][CH:30]=3)=[O:24])[CH2:19][CH:14]3[CH2:15][CH:16]([CH2:18][CH:12]([CH2:13]3)[CH2:11]1)[CH2:17]2. The catalyst is N1C=CC=CC=1. The product is [C:5]([NH:35][N:22]([CH2:21][CH2:20][C:10]12[CH2:11][CH:12]3[CH2:18][CH:16]([CH2:15][CH:14]([CH2:13]3)[CH2:19]1)[CH2:17]2)[C:23]([NH:25][CH2:26][CH2:27][CH2:28][C:29]1[CH:30]=[CH:31][N:32]=[CH:33][CH:34]=1)=[O:24])(=[O:7])[CH3:6]. The yield is 0.580. (6) The reactants are [OH-].[Li+].[CH3:3][S:4]([NH:7][C:8]1[CH:16]=[C:15]2[C:11]([CH:12]=[C:13]([C:24]([O:26]CC)=[O:25])[N:14]2[C:17]([O:19][C:20]([CH3:23])([CH3:22])[CH3:21])=[O:18])=[CH:10][CH:9]=1)(=[O:6])=[O:5].CO.O. The catalyst is C1COCC1. The product is [CH3:23][C:20]([O:19][C:17]([N:14]1[C:15]2[C:11](=[CH:10][CH:9]=[C:8]([NH:7][S:4]([CH3:3])(=[O:5])=[O:6])[CH:16]=2)[CH:12]=[C:13]1[C:24]([OH:26])=[O:25])=[O:18])([CH3:21])[CH3:22]. The yield is 0.550. (7) The reactants are [C:1]([OH:11])(=[O:10])[C@H:2]([C:4]1[CH:9]=[CH:8][CH:7]=[CH:6][CH:5]=1)[OH:3].[CH3:12][N:13]([CH2:33][C@@H:34]1[C:37]2[CH:38]=[C:39]([O:44][CH3:45])[C:40]([O:42][CH3:43])=[CH:41][C:36]=2[CH2:35]1)[CH2:14][CH2:15][CH2:16][N:17]1[C:27](=[O:28])[CH2:26][C:25]2[C:20](=[CH:21][C:22]([O:31][CH3:32])=[C:23]([O:29][CH3:30])[CH:24]=2)[CH2:19][CH2:18]1. The catalyst is C(#N)C.ClCCl. The product is [CH3:12][N:13]([CH2:33][C@@H:34]1[C:37]2[CH:38]=[C:39]([O:44][CH3:45])[C:40]([O:42][CH3:43])=[CH:41][C:36]=2[CH2:35]1)[CH2:14][CH2:15][CH2:16][N:17]1[C:27](=[O:28])[CH2:26][C:25]2[C:20](=[CH:21][C:22]([O:31][CH3:32])=[C:23]([O:29][CH3:30])[CH:24]=2)[CH2:19][CH2:18]1.[C:1]([O-:11])(=[O:10])[C@H:2]([C:4]1[CH:9]=[CH:8][CH:7]=[CH:6][CH:5]=1)[OH:3]. The yield is 0.800. (8) The reactants are [CH2:1]1[CH2:11][CH2:10][N:9]2[C:4](=[N:5][CH2:6][CH2:7][CH2:8]2)[CH2:3][CH2:2]1.[F:12][C:13]1[CH:14]=[C:15]([CH2:19][CH2:20][NH2:21])[CH:16]=[CH:17][CH:18]=1.[C:22](OCC)(=[O:24])C. The catalyst is C(#N)C. The product is [F:12][C:13]1[CH:14]=[C:15]([CH2:19][CH2:20][NH:21][C:22]([NH:5][C:4]2[CH:3]=[CH:2][CH:1]=[C:11]3[C:6]=2[CH:7]=[CH:8][N:9]=[CH:10]3)=[O:24])[CH:16]=[CH:17][CH:18]=1. The yield is 0.650. (9) The reactants are [NH2:1][C:2]1[N:7]=[CH:6][C:5]([C:8]2[N:13]=[C:12]([C:14]([OH:16])=O)[C:11]([CH3:17])=[C:10]([C:18]3[N:22]([CH3:23])[N:21]=[CH:20][CH:19]=3)[N:9]=2)=[CH:4][CH:3]=1.F[P-](F)(F)(F)(F)F.N1(OC(N(C)C)=[N+](C)C)C2N=CC=CC=2N=N1.CN1CCOCC1.Cl.[NH2:56][CH2:57][C:58]1[C:59](=[O:66])[NH:60][C:61]([CH3:65])=[CH:62][C:63]=1[CH3:64]. The catalyst is CN(C)C=O.O. The product is [NH2:1][C:2]1[N:7]=[CH:6][C:5]([C:8]2[N:13]=[C:12]([C:14]([NH:56][CH2:57][C:58]3[C:59](=[O:66])[NH:60][C:61]([CH3:65])=[CH:62][C:63]=3[CH3:64])=[O:16])[C:11]([CH3:17])=[C:10]([C:18]3[N:22]([CH3:23])[N:21]=[CH:20][CH:19]=3)[N:9]=2)=[CH:4][CH:3]=1. The yield is 0.350.